Dataset: Full USPTO retrosynthesis dataset with 1.9M reactions from patents (1976-2016). Task: Predict the reactants needed to synthesize the given product. (1) Given the product [CH2:6]([N:9]([CH2:10][CH:11]=[CH2:12])[C:3](=[O:4])[CH2:2][Br:1])[CH:7]=[CH2:8], predict the reactants needed to synthesize it. The reactants are: [Br:1][CH2:2][C:3](Br)=[O:4].[CH2:6]([NH:9][CH2:10][CH:11]=[CH2:12])[CH:7]=[CH2:8].CCN(CC)CC. (2) Given the product [OH2:1].[OH:1][CH2:2][C@@H:3]1[O:4][C:5]2=[C:12]3[C:11](=[CH:10][CH:9]=[C:6]2[O:7][CH2:8]1)[NH:17][C:14](=[O:15])[CH2:13]3, predict the reactants needed to synthesize it. The reactants are: [OH:1][CH2:2][C@H:3]1[CH2:8][O:7][C:6]2[CH:9]=[CH:10][C:11]([N+:17]([O-])=O)=[C:12]([CH2:13][C:14](O)=[O:15])[C:5]=2[O:4]1.[OH-].[Na+].[H][H].